From a dataset of Forward reaction prediction with 1.9M reactions from USPTO patents (1976-2016). Predict the product of the given reaction. (1) Given the reactants [NH2:1][C:2]1[C:7]([Br:8])=[CH:6][C:5]([CH3:9])=[CH:4][N:3]=1.[CH3:10][CH:11]1[CH2:16][C:15](=[O:17])[CH2:14][C:13](=O)[CH2:12]1.O.C1(C)C=CC(S(O)(=O)=O)=CC=1.C(=O)(O)[O-].[Na+], predict the reaction product. The product is: [Br:8][C:7]1[C:2]([NH:1][C:13]2[CH2:12][CH:11]([CH3:10])[CH2:16][C:15](=[O:17])[CH:14]=2)=[N:3][CH:4]=[C:5]([CH3:9])[CH:6]=1. (2) Given the reactants [CH:1]([N:3](C1C=CC(F)=CC=1)[CH2:4][C:5]([OH:7])=O)=[O:2].CO[C:17]1[C:25]([O:26][CH3:27])=[CH:24][CH:23]=[CH:22][C:18]=1[CH2:19][CH2:20][NH2:21].C(N1C[CH2:34][O:33]CC1)C.CN(C(ON1N=N[C:46]2[CH:47]=[CH:48][CH:49]=[CH:50][C:45]1=2)=[N+](C)C)C.[B-](F)(F)(F)[F:54], predict the reaction product. The product is: [CH3:27][O:26][C:25]1[CH:17]=[C:18]([CH2:19][CH2:20][NH:21][C:5](=[O:7])[CH:4]([C:45]2[CH:46]=[CH:47][C:48]([F:54])=[CH:49][CH:50]=2)[NH:3][CH:1]=[O:2])[CH:22]=[CH:23][C:24]=1[O:33][CH3:34]. (3) Given the reactants FC1C=CC=CC=1[C@H]([NH:10][C:11]([C:13]1[CH:14]=[C:15]2[C:19](=[CH:20][CH:21]=1)[NH:18][N:17]=[C:16]2[I:22])=[O:12])C.[Cl:23][C:24]1[CH:29]=[CH:28][CH:27]=[CH:26][C:25]=1[C:30](=O)[CH2:31][CH3:32], predict the reaction product. The product is: [Cl:23][C:24]1[CH:29]=[CH:28][CH:27]=[CH:26][C:25]=1[C@H:30]([NH:10][C:11]([C:13]1[CH:14]=[C:15]2[C:19](=[CH:20][CH:21]=1)[NH:18][N:17]=[C:16]2[I:22])=[O:12])[CH2:31][CH3:32]. (4) Given the reactants [NH2:1][C:2]1[CH:3]=[C:4]([CH:9]=[CH:10][C:11]=1[O:12][CH3:13])[C:5]([O:7][CH3:8])=[O:6].[C:14]([C:20]([O:22][CH3:23])=[O:21])#[C:15][C:16]([O:18][CH3:19])=[O:17], predict the reaction product. The product is: [CH3:19][O:18][C:16](=[O:17])[C:15]([NH:1][C:2]1[CH:3]=[C:4]([C:5]([O:7][CH3:8])=[O:6])[CH:9]=[CH:10][C:11]=1[O:12][CH3:13])=[CH:14][C:20]([O:22][CH3:23])=[O:21]. (5) Given the reactants F[C:2]1[CH:7]=[CH:6][C:5]([C:8](=[O:10])[CH3:9])=[CH:4][CH:3]=1.[CH3:11][O:12][C:13]1[CH:18]=[CH:17][C:16]([OH:19])=[CH:15][CH:14]=1.C([O-])([O-])=O.[K+].[K+].CO, predict the reaction product. The product is: [CH3:11][O:12][C:13]1[CH:18]=[CH:17][C:16]([O:19][C:2]2[CH:7]=[CH:6][C:5]([C:8](=[O:10])[CH3:9])=[CH:4][CH:3]=2)=[CH:15][CH:14]=1. (6) Given the reactants [CH:1]1([N:5]2[CH2:10][CH2:9][CH:8]([N:11]3[CH2:20][CH2:19][C:18]4[C:13](=[CH:14][CH:15]=[C:16]([OH:21])[CH:17]=4)[C:12]3=[O:22])[CH2:7][CH2:6]2)[CH2:4][CH2:3][CH2:2]1.C(=O)([O-])[O-].[Cs+].[Cs+].Br[CH2:30][C:31]1[CH:40]=[CH:39][C:34]([C:35]([O:37][CH3:38])=[O:36])=[CH:33][CH:32]=1, predict the reaction product. The product is: [CH:1]1([N:5]2[CH2:6][CH2:7][CH:8]([N:11]3[CH2:20][CH2:19][C:18]4[C:13](=[CH:14][CH:15]=[C:16]([O:21][CH2:30][C:31]5[CH:40]=[CH:39][C:34]([C:35]([O:37][CH3:38])=[O:36])=[CH:33][CH:32]=5)[CH:17]=4)[C:12]3=[O:22])[CH2:9][CH2:10]2)[CH2:2][CH2:3][CH2:4]1. (7) Given the reactants [N+:1]([C:4]1[CH:5]=[C:6]([C:10]2[N:11]=[C:12]([CH:21]3[CH2:26][CH2:25][O:24][CH2:23][CH2:22]3)[S:13][C:14]=2[C:15]2[CH:20]=[CH:19][N:18]=[CH:17][CH:16]=2)[CH:7]=[CH:8][CH:9]=1)([O-])=O, predict the reaction product. The product is: [N:18]1[CH:19]=[CH:20][C:15]([C:14]2[S:13][C:12]([CH:21]3[CH2:26][CH2:25][O:24][CH2:23][CH2:22]3)=[N:11][C:10]=2[C:6]2[CH:5]=[C:4]([CH:9]=[CH:8][CH:7]=2)[NH2:1])=[CH:16][CH:17]=1. (8) Given the reactants [CH3:1][C:2]1[C:3]([O:14][CH3:15])=[C:4]([O:12][CH3:13])[C:5]([O:10][CH3:11])=[C:6]([O:8][CH3:9])[CH:7]=1.CN(C)CCN(C)C.C([Li])CCC.[CH:29](=[O:42])[CH2:30][CH2:31][CH2:32][CH2:33][CH2:34][CH2:35][CH2:36][CH2:37][CH2:38][CH2:39][C:40]#[CH:41], predict the reaction product. The product is: [CH3:1][C:2]1[C:3]([O:14][CH3:15])=[C:4]([O:12][CH3:13])[C:5]([O:10][CH3:11])=[C:6]([O:8][CH3:9])[C:7]=1[CH:29]([OH:42])[CH2:30][CH2:31][CH2:32][CH2:33][CH2:34][CH2:35][CH2:36][CH2:37][CH2:38][CH2:39][C:40]#[CH:41]. (9) Given the reactants [CH2:1]([N:3]1[C:7]2=[N:8][C:9]([CH2:48][CH3:49])=[C:10]([CH2:19][NH:20][C:21]([C:23]3[CH:28]=[CH:27][CH:26]=[C:25]([C:29]([NH:31][CH2:32][C:33]4[CH:34]=[C:35]([C:40]5[CH:45]=[CH:44][CH:43]=[C:42]([CH:46]=O)[CH:41]=5)[C:36]([CH3:39])=[CH:37][CH:38]=4)=[O:30])[N:24]=3)=[O:22])[C:11]([NH:12][CH:13]3[CH2:18][CH2:17][O:16][CH2:15][CH2:14]3)=[C:6]2[CH:5]=[N:4]1)[CH3:2].[C@@H:50]12[CH2:56][C@@H:53]([NH:54][CH2:55]1)[CH2:52][N:51]2[C:57]([O:59][C:60]([CH3:63])([CH3:62])[CH3:61])=[O:58].C(O[BH-](OC(=O)C)OC(=O)C)(=O)C.[Na+].C(O)(=O)C, predict the reaction product. The product is: [CH2:1]([N:3]1[C:7]2=[N:8][C:9]([CH2:48][CH3:49])=[C:10]([CH2:19][NH:20][C:21]([C:23]3[N:24]=[C:25]([C:29]([NH:31][CH2:32][C:33]4[CH:38]=[CH:37][C:36]([CH3:39])=[C:35]([C:40]5[CH:45]=[CH:44][CH:43]=[C:42]([CH2:46][N:54]6[CH2:55][C@@H:50]7[CH2:56][C@H:53]6[CH2:52][N:51]7[C:57]([O:59][C:60]([CH3:63])([CH3:62])[CH3:61])=[O:58])[CH:41]=5)[CH:34]=4)=[O:30])[CH:26]=[CH:27][CH:28]=3)=[O:22])[C:11]([NH:12][CH:13]3[CH2:18][CH2:17][O:16][CH2:15][CH2:14]3)=[C:6]2[CH:5]=[N:4]1)[CH3:2].